From a dataset of Forward reaction prediction with 1.9M reactions from USPTO patents (1976-2016). Predict the product of the given reaction. (1) Given the reactants [Br:1][C:2]1[C:3]([F:10])=[C:4]([CH:7]=[CH:8][CH:9]=1)[CH:5]=[O:6].[CH3:11][O:12][C:13]1[CH:18]=[CH:17][CH:16]=[CH:15][C:14]=1[Mg]Br, predict the reaction product. The product is: [Br:1][C:2]1[C:3]([F:10])=[C:4]([CH:5]([C:14]2[CH:15]=[CH:16][CH:17]=[CH:18][C:13]=2[O:12][CH3:11])[OH:6])[CH:7]=[CH:8][CH:9]=1. (2) Given the reactants [CH3:1][C:2]1[C:6]2[C:7](=[O:19])[N:8]([CH2:12][CH2:13][N:14]3[CH2:18][CH2:17][CH2:16][CH2:15]3)[CH2:9][CH2:10][CH2:11][C:5]=2[NH:4][C:3]=1[CH:20]=O.[C:22]1([C:28]2[CH:29]=[C:30]3[C:34](=[CH:35][CH:36]=2)[NH:33][C:32](=[O:37])[CH2:31]3)[CH:27]=[CH:26][CH:25]=[CH:24][CH:23]=1, predict the reaction product. The product is: [CH3:1][C:2]1[C:6]2[C:7](=[O:19])[N:8]([CH2:12][CH2:13][N:14]3[CH2:15][CH2:16][CH2:17][CH2:18]3)[CH2:9][CH2:10][CH2:11][C:5]=2[NH:4][C:3]=1/[CH:20]=[C:31]1\[C:32](=[O:37])[NH:33][C:34]2[C:30]\1=[CH:29][C:28]([C:22]1[CH:27]=[CH:26][CH:25]=[CH:24][CH:23]=1)=[CH:36][CH:35]=2. (3) Given the reactants [CH3:1][O:2][C:3]1[CH:4]=[N:5][C:6]2[C:11]([CH:12]=1)=[CH:10][CH:9]=[CH:8][CH:7]=2.C(O)(C(F)(F)F)=[O:14], predict the reaction product. The product is: [CH3:1][O:2][C:3]1[CH:4]=[N:5][C:6]2[CH:7]([OH:14])[CH2:8][CH2:9][CH2:10][C:11]=2[CH:12]=1. (4) Given the reactants [CH2:1]([O:3][C:4](=[O:15])[CH:5]([C:7]1([C:10]([O:12][CH2:13][CH3:14])=[O:11])[CH2:9][CH2:8]1)[OH:6])[CH3:2], predict the reaction product. The product is: [CH2:1]([O:3][C:4](=[O:15])[C:5]([C:7]1([C:10]([O:12][CH2:13][CH3:14])=[O:11])[CH2:8][CH2:9]1)=[O:6])[CH3:2]. (5) The product is: [CH3:1][N:2]1[CH2:8][CH2:7][CH2:6][C:5]2[CH:9]=[CH:10][C:11]([NH2:13])=[CH:12][C:4]=2[CH2:3]1. Given the reactants [CH3:1][N:2]1[CH2:8][CH2:7][CH2:6][C:5]2[CH:9]=[CH:10][C:11]([NH:13]C(=O)OCC3C=CC=CC=3)=[CH:12][C:4]=2[CH2:3]1, predict the reaction product. (6) Given the reactants [H-].[Na+:2].[C:3]([O:6][CH2:7][CH3:8])(=[O:5])[CH3:4].[CH:9](OCC)=[O:10], predict the reaction product. The product is: [CH2:7]([O:6][C:3](=[O:5])[CH:4]=[CH:9][O-:10])[CH3:8].[Na+:2]. (7) Given the reactants [CH:1]1([N:4]2[CH2:9][CH2:8][N:7]([C:10]3[O:11][C:12]4[CH:18]=[CH:17][C:16]([CH:19]=O)=[CH:15][C:13]=4[N:14]=3)[CH2:6][CH2:5]2)[CH2:3][CH2:2]1.[NH:21]1[CH2:25][CH2:24][CH2:23][CH2:22]1.C(O)(=O)C.[BH3-]C#N.[Na+], predict the reaction product. The product is: [CH:1]1([N:4]2[CH2:9][CH2:8][N:7]([C:10]3[O:11][C:12]4[CH:18]=[CH:17][C:16]([CH2:19][N:21]5[CH2:25][CH2:24][CH2:23][CH2:22]5)=[CH:15][C:13]=4[N:14]=3)[CH2:6][CH2:5]2)[CH2:3][CH2:2]1. (8) Given the reactants [H-].[Na+].[F:3][C:4]([F:9])([F:8])[CH:5]([OH:7])[CH3:6].F[C:11]1[CH:18]=[CH:17][C:14]([C:15]#[N:16])=[CH:13][CH:12]=1, predict the reaction product. The product is: [F:3][C:4]([F:9])([F:8])[CH:5]([O:7][C:11]1[CH:18]=[CH:17][C:14]([C:15]#[N:16])=[CH:13][CH:12]=1)[CH3:6]. (9) The product is: [CH:13]1([CH:18]([CH3:24])[CH2:19][CH2:20][C:21]([O:23][CH2:6][CH3:7])=[O:22])[CH2:17][CH2:16][CH2:15][CH2:14]1. Given the reactants C(N1C=CN=C1)(N1[CH:7]=[CH:6]N=C1)=O.[CH:13]1([CH:18]([CH3:24])[CH2:19][CH2:20][C:21]([OH:23])=[O:22])[CH2:17][CH2:16][CH2:15][CH2:14]1.CC[O-].[Na+].C(O)C, predict the reaction product. (10) Given the reactants Cl[C:2]1[C:7]([CH3:8])=[CH:6][CH:5]=[CH:4][C:3]=1[CH3:9].[C:10]([O:15][CH3:16])(=[O:14])[C:11]([CH3:13])=[CH2:12].C1(C(N)C2CCCCC2)CCCCC1, predict the reaction product. The product is: [CH3:16][O:15][C:10](=[O:14])/[C:11](/[CH3:13])=[CH:12]/[C:2]1[C:7]([CH3:8])=[CH:6][CH:5]=[CH:4][C:3]=1[CH3:9].